The task is: Predict the product of the given reaction.. This data is from Forward reaction prediction with 1.9M reactions from USPTO patents (1976-2016). (1) Given the reactants [NH2:1][CH2:2][CH2:3][O:4][C:5]1([C:19]([OH:21])=O)[CH2:10][CH2:9][N:8]([C:11]2[N:16]=[C:15]([CH3:17])[CH:14]=[C:13]([CH3:18])[N:12]=2)[CH2:7][CH2:6]1.CCN(C(C)C)C(C)C.CN(C(ON1N=NC2C=CC=NC1=2)=[N+](C)C)C.F[P-](F)(F)(F)(F)F, predict the reaction product. The product is: [CH3:18][C:13]1[CH:14]=[C:15]([CH3:17])[N:16]=[C:11]([N:8]2[CH2:9][CH2:10][C:5]3([O:4][CH2:3][CH2:2][NH:1][C:19]3=[O:21])[CH2:6][CH2:7]2)[N:12]=1. (2) Given the reactants [NH2:1][C:2]1[CH2:3][C:4]([C:14]([N:16]([CH2:20][CH2:21][CH3:22])[CH2:17][CH2:18][CH3:19])=[O:15])=[CH:5][C:6]2[CH:12]=[CH:11][C:10](Br)=[CH:9][C:7]=2[N:8]=1.CO[C:25]([C:27]1[CH:32]=[CH:31][C:30](B(O)O)=[CH:29][CH:28]=1)=[O:26].[C:36](=O)([O-])[O-:37].[K+].[K+], predict the reaction product. The product is: [NH2:1][C:2]1[CH2:3][C:4]([C:14]([N:16]([CH2:20][CH2:21][CH3:22])[CH2:17][CH2:18][CH3:19])=[O:15])=[CH:5][C:6]2[CH:12]=[CH:11][C:10]([C:30]3[CH:29]=[CH:28][C:27]([CH:25]([OH:26])[CH2:36][OH:37])=[CH:32][CH:31]=3)=[CH:9][C:7]=2[N:8]=1. (3) Given the reactants C(O[BH-](O[C:11](=[O:13])[CH3:12])OC(=O)C)(=O)C.[Na+].[Br:15][C:16]1[CH:21]=[CH:20][C:19]([N:22]2C[CH2:26][NH:25][CH2:24][C:23]2=O)=[CH:18][CH:17]=1.C=O.O, predict the reaction product. The product is: [Br:15][C:16]1[CH:17]=[CH:18][C:19]([N:22]2[CH2:23][CH2:24][N:25]([CH3:26])[CH2:12][C:11]2=[O:13])=[CH:20][CH:21]=1. (4) Given the reactants [OH:1][C:2]1[CH:19]=[CH:18][C:5]2[CH2:6][CH2:7][N:8]([C:11]([O:13][C:14]([CH3:17])([CH3:16])[CH3:15])=[O:12])[CH2:9][CH2:10][C:4]=2[CH:3]=1.[H-].[Na+].[Br:22][C:23]1[CH:24]=[CH:25][C:26](Cl)=[N:27][CH:28]=1, predict the reaction product. The product is: [Br:22][C:23]1[CH:24]=[CH:25][C:26]([O:1][C:2]2[CH:19]=[CH:18][C:5]3[CH2:6][CH2:7][N:8]([C:11]([O:13][C:14]([CH3:16])([CH3:15])[CH3:17])=[O:12])[CH2:9][CH2:10][C:4]=3[CH:3]=2)=[N:27][CH:28]=1. (5) Given the reactants Cl[C:2]1[N:3]=[C:4]2[CH:12]=[CH:11][N:10]=[CH:9][C:5]2=[N:6][C:7]=1[Cl:8].CCN(C(C)C)C(C)C.Cl.[F:23][C:24]1[CH:25]=[C:26]([CH:29]=[CH:30][C:31]=1[O:32][CH:33]1[CH2:38][CH2:37][NH:36][CH2:35][CH2:34]1)[C:27]#[N:28].[NH4+].[Cl-], predict the reaction product. The product is: [Cl:8][C:7]1[N:6]=[C:5]2[CH:9]=[N:10][CH:11]=[CH:12][C:4]2=[N:3][C:2]=1[N:36]1[CH2:35][CH2:34][CH:33]([O:32][C:31]2[CH:30]=[CH:29][C:26]([C:27]#[N:28])=[CH:25][C:24]=2[F:23])[CH2:38][CH2:37]1.